This data is from HIV replication inhibition screening data with 41,000+ compounds from the AIDS Antiviral Screen. The task is: Binary Classification. Given a drug SMILES string, predict its activity (active/inactive) in a high-throughput screening assay against a specified biological target. (1) The drug is CC(=O)N1CC(C)(C)c2c(C)c(O)c(C)c(C)c21. The result is 0 (inactive). (2) The compound is O=C(CCSCCC(=O)NNc1ccccc1)NNc1ccccc1. The result is 0 (inactive).